From a dataset of Full USPTO retrosynthesis dataset with 1.9M reactions from patents (1976-2016). Predict the reactants needed to synthesize the given product. (1) Given the product [F:1][C:2]1[CH:7]=[CH:6][CH:5]=[C:4]([F:8])[C:3]=1[C:9]1[O:10][CH2:11][CH:12]([C:14]2[CH:19]=[CH:18][C:17]([C:28]3[CH:29]=[CH:30][C:25]([O:24][CH2:23][C:22]([F:36])([F:21])[F:35])=[N:26][CH:27]=3)=[CH:16][CH:15]=2)[N:13]=1, predict the reactants needed to synthesize it. The reactants are: [F:1][C:2]1[CH:7]=[CH:6][CH:5]=[C:4]([F:8])[C:3]=1[C:9]1[O:10][CH2:11][CH:12]([C:14]2[CH:19]=[CH:18][C:17](Br)=[CH:16][CH:15]=2)[N:13]=1.[F:21][C:22]([F:36])([F:35])[CH2:23][O:24][C:25]1[CH:30]=[CH:29][C:28]([Sn](C)(C)C)=[CH:27][N:26]=1.[Cl-].[Li+]. (2) Given the product [CH3:34][N:33]1[C:31](=[O:32])[CH:19]2[CH:18]([CH2:22][CH:21]([O:23][C:24]3[CH:29]=[CH:28][N:27]=[C:26]([N:41]4[CH2:46][CH2:45][O:44][CH2:43][CH2:42]4)[N:25]=3)[CH2:20]2)[C:16](=[O:17])[NH:15][C:10]2([C:8]([NH:7][S:4]([CH:1]3[CH2:3][CH2:2]3)(=[O:6])=[O:5])=[O:9])[CH:11]([CH2:12]2)[CH:40]=[CH:39][CH2:38][CH2:37][CH2:36][CH2:35]1, predict the reactants needed to synthesize it. The reactants are: [CH:1]1([S:4]([NH:7][C:8]([C:10]2([NH:15][C:16]([CH:18]3[CH2:22][CH:21]([O:23][C:24]4[CH:29]=[CH:28][N:27]=[C:26](Cl)[N:25]=4)[CH2:20][CH:19]3[C:31]([N:33]([CH2:35][CH2:36][CH2:37][CH2:38][CH:39]=[CH2:40])[CH3:34])=[O:32])=[O:17])[CH2:12][CH:11]2C=C)=[O:9])(=[O:6])=[O:5])[CH2:3][CH2:2]1.[NH:41]1[CH2:46][CH2:45][O:44][CH2:43][CH2:42]1. (3) Given the product [NH2:33][C@H:23]([C:12]1[C:11]([C:8]2[CH:9]=[CH:10][C:2]([Cl:1])=[C:3]3[C:7]=2[N:6]([CH3:41])[N:5]=[C:4]3[NH:42][S:43]([CH3:46])(=[O:45])=[O:44])=[CH:16][C:15]([C:17]2[CH:18]=[CH:19][CH:20]=[CH:21][CH:22]=2)=[CH:14][N:13]=1)[CH2:24][C:25]1[CH:26]=[C:27]([F:32])[CH:28]=[C:29]([F:31])[CH:30]=1, predict the reactants needed to synthesize it. The reactants are: [Cl:1][C:2]1[CH:10]=[CH:9][C:8]([C:11]2[C:12]([C@@H:23]([NH:33]C(=O)OC(C)(C)C)[CH2:24][C:25]3[CH:30]=[C:29]([F:31])[CH:28]=[C:27]([F:32])[CH:26]=3)=[N:13][CH:14]=[C:15]([C:17]3[CH:22]=[CH:21][CH:20]=[CH:19][CH:18]=3)[CH:16]=2)=[C:7]2[C:3]=1[C:4]([NH:42][S:43]([CH3:46])(=[O:45])=[O:44])=[N:5][N:6]2[CH3:41].C(O)(C(F)(F)F)=O. (4) Given the product [CH2:34]([N:13]([C:10]1[CH:9]=[CH:8][C:7]([C:1]2[CH:2]=[CH:3][CH:4]=[CH:5][CH:6]=2)=[CH:12][N:11]=1)[CH2:30][CH2:29][CH2:28][S:27][C:22]1[C:23]([O:25][CH3:26])=[CH:24][C:19]([O:18][CH2:17][C:16]([OH:15])=[O:33])=[C:20]([CH3:32])[CH:21]=1)[CH3:35], predict the reactants needed to synthesize it. The reactants are: [C:1]1([C:7]2[CH:8]=[CH:9][C:10]([NH2:13])=[N:11][CH:12]=2)[CH:6]=[CH:5][CH:4]=[CH:3][CH:2]=1.C[O:15][C:16](=[O:33])[CH2:17][O:18][C:19]1[CH:24]=[C:23]([O:25][CH3:26])[C:22]([S:27][CH2:28][CH2:29][CH:30]=O)=[CH:21][C:20]=1[CH3:32].[CH3:34][C:35]1C=CC(S(O)(=O)=O)=CC=1.Cl.C(=O)(O)[O-].[Na+]. (5) Given the product [F:13][C:14]([F:25])([F:24])[C:15]1[CH:20]=[CH:19][CH:18]=[CH:17][C:16]=1[C:2]1[CH:11]=[C:10]2[C:5]([C:6]([OH:12])=[CH:7][CH:8]=[N:9]2)=[CH:4][CH:3]=1, predict the reactants needed to synthesize it. The reactants are: Cl[C:2]1[CH:11]=[C:10]2[C:5]([C:6]([OH:12])=[CH:7][CH:8]=[N:9]2)=[CH:4][CH:3]=1.[F:13][C:14]([F:25])([F:24])[C:15]1[CH:20]=[CH:19][CH:18]=[CH:17][C:16]=1B(O)O.C1(P(C2CCCCC2)C2C=CC=CC=2C2C=CC=CC=2)CCCCC1.[O-]P([O-])([O-])=O.[K+].[K+].[K+]. (6) The reactants are: [CH:1](=[O:10])[C:2]1[C:3](=[CH:6][CH:7]=[CH:8][CH:9]=1)[CH:4]=O.[NH2:11][C@@H:12]([CH3:16])[C:13]([OH:15])=[O:14]. Given the product [O:10]=[C:1]1[C:2]2[C:3](=[CH:6][CH:7]=[CH:8][CH:9]=2)[CH2:4][N:11]1[C@@H:12]([CH3:16])[C:13]([OH:15])=[O:14], predict the reactants needed to synthesize it. (7) Given the product [Cl:1][C:2]1[CH:3]=[C:4]([C:21]2[CH:22]=[N:23][N:24]3[CH:29]=[CH:28][C:27]([N:30]4[C@@H:34]([CH:35]([CH3:36])[CH3:37])[CH2:33][O:32][C:31]4=[O:38])=[N:26][C:25]=23)[CH:5]=[CH:6][C:7]=1[C:8]1[N:12]=[CH:11][NH:10][N:9]=1, predict the reactants needed to synthesize it. The reactants are: [Cl:1][C:2]1[CH:3]=[C:4]([C:21]2[CH:22]=[N:23][N:24]3[CH:29]=[CH:28][C:27]([N:30]4[C@@H:34]([CH:35]([CH3:37])[CH3:36])[CH2:33][O:32][C:31]4=[O:38])=[N:26][C:25]=23)[CH:5]=[CH:6][C:7]=1[C:8]1[N:12]=[CH:11][N:10](COCC[Si](C)(C)C)[N:9]=1.ClC1C=C(C2C=NN3C=CC(N4[C@@H](C(C)C)COC4=O)=NC=23)C=CC=1C1N(COCC[Si](C)(C)C)N=CN=1. (8) Given the product [C:45]([N:28]1[CH2:29][CH2:30][C:25]([CH2:24][NH:23][C:21]([C:17]2[N:13]3[CH:14]=[CH:15][CH:16]=[C:11]([O:10][CH2:9][CH:3]4[CH2:8][CH2:7][CH2:6][CH2:5][CH2:4]4)[C:12]3=[N:19][C:18]=2[CH3:20])=[O:22])([C:31]([O:33][CH3:34])=[O:32])[CH2:26][CH2:27]1)(=[O:47])[CH3:46], predict the reactants needed to synthesize it. The reactants are: Cl.Cl.[CH:3]1([CH2:9][O:10][C:11]2[C:12]3[N:13]([C:17]([C:21]([NH:23][CH2:24][C:25]4([C:31]([O:33][CH3:34])=[O:32])[CH2:30][CH2:29][NH:28][CH2:27][CH2:26]4)=[O:22])=[C:18]([CH3:20])[N:19]=3)[CH:14]=[CH:15][CH:16]=2)[CH2:8][CH2:7][CH2:6][CH2:5][CH2:4]1.C(N(CC)CC)C.ClCCl.[C:45](Cl)(=[O:47])[CH3:46]. (9) Given the product [S:20]([CH2:19][CH2:18][CH2:17][CH2:24][N:4]1[C:5]2[CH:6]=[CH:7][C:8]3[CH:14]=[CH:13][CH:12]=[CH:11][C:9]=3[C:10]=2[C:2]([CH3:16])([CH3:1])[CH:3]1[CH3:15])([OH:23])(=[O:22])=[O:21], predict the reactants needed to synthesize it. The reactants are: [CH3:1][C:2]1([CH3:16])[C:10]2[C:9]3[CH:11]=[CH:12][CH:13]=[CH:14][C:8]=3[CH:7]=[CH:6][C:5]=2[N:4]=[C:3]1[CH3:15].[CH2:17]1[CH2:24][O:23][S:20](=[O:22])(=[O:21])[CH2:19][CH2:18]1. (10) Given the product [F:20][C:17]1[CH:18]=[C:19]2[C:14](=[CH:15][CH:16]=1)[NH:13][CH:12]=[C:11]2[C:9]([C@@H:7]1[CH2:8][C@H:6]1[C:4]([OH:5])=[O:3])=[O:10], predict the reactants needed to synthesize it. The reactants are: C([O:3][C:4]([C@@H:6]1[CH2:8][C@H:7]1[C:9]([C:11]1[C:19]2[C:14](=[CH:15][CH:16]=[C:17]([F:20])[CH:18]=2)[NH:13][CH:12]=1)=[O:10])=[O:5])C.[OH-].[Na+].